Task: Predict the reaction yield, written as a fraction of the theoretical maximum amount of product (1.0 means a 100% yield; for example, 0.34 means a 34% yield).. Dataset: Reaction yield outcomes from USPTO patents with 853,638 reactions (1) The reactants are [CH3:1][O:2][C:3]1[CH:68]=[CH:67][C:6]([C:7]([NH:20][C:21]2[N:29]=[CH:28][N:27]=[C:26]3[C:22]=2[N:23]=[CH:24][N:25]3[C@H:30]2[O:43][C@@H:42]([CH2:44][O:45][C:46]([C:61]3[CH:66]=[CH:65][CH:64]=[CH:63][CH:62]=3)([C:55]3[CH:60]=[CH:59][CH:58]=[CH:57][CH:56]=3)[C:47]3[CH:52]=[CH:51][C:50]([O:53][CH3:54])=[CH:49][CH:48]=3)[C@H:32]([O:33]C(=O)C3C=CC=CC=3)[CH2:31]2)([C:14]2[CH:19]=[CH:18][CH:17]=[CH:16][CH:15]=2)[C:8]2[CH:13]=[CH:12][CH:11]=[CH:10][CH:9]=2)=[CH:5][CH:4]=1. The catalyst is N. The product is [CH3:1][O:2][C:3]1[CH:4]=[CH:5][C:6]([C:7]([NH:20][C:21]2[N:29]=[CH:28][N:27]=[C:26]3[C:22]=2[N:23]=[CH:24][N:25]3[C@H:30]2[O:43][C@@H:42]([CH2:44][O:45][C:46]([C:61]3[CH:62]=[CH:63][CH:64]=[CH:65][CH:66]=3)([C:55]3[CH:56]=[CH:57][CH:58]=[CH:59][CH:60]=3)[C:47]3[CH:48]=[CH:49][C:50]([O:53][CH3:54])=[CH:51][CH:52]=3)[C@H:32]([OH:33])[CH2:31]2)([C:8]2[CH:9]=[CH:10][CH:11]=[CH:12][CH:13]=2)[C:14]2[CH:15]=[CH:16][CH:17]=[CH:18][CH:19]=2)=[CH:67][CH:68]=1. The yield is 0.760. (2) The reactants are Cl[C:2]1[N:7]=[C:6]([NH2:8])[C:5]([N+:9]([O-:11])=[O:10])=[CH:4][CH:3]=1.[CH2:12]([S:14]([N:17]1[CH2:22][CH2:21][NH:20][CH2:19][CH2:18]1)(=[O:16])=[O:15])[CH3:13].CCN(C(C)C)C(C)C.O. The catalyst is CN(C=O)C. The product is [CH2:12]([S:14]([N:17]1[CH2:18][CH2:19][N:20]([C:2]2[N:7]=[C:6]([NH2:8])[C:5]([N+:9]([O-:11])=[O:10])=[CH:4][CH:3]=2)[CH2:21][CH2:22]1)(=[O:16])=[O:15])[CH3:13]. The yield is 0.950. (3) The reactants are [CH:1]1([CH2:4][CH2:5][O:6][C:7]2[CH:19]=[CH:18][C:10]([C:11]([NH:13][CH2:14][C:15]([OH:17])=[O:16])=[O:12])=[CH:9][CH:8]=2)[CH2:3][CH2:2]1.O[C:21]1C=CC(C(OC)=O)=CC=1.C1(CCCO)CC1. No catalyst specified. The product is [CH:3]1([CH2:1][CH2:4][CH2:5][O:6][C:7]2[CH:8]=[CH:9][C:10]([C:11]([NH:13][CH2:14][C:15]([OH:17])=[O:16])=[O:12])=[CH:18][CH:19]=2)[CH2:2][CH2:21]1. The yield is 0.510. (4) The reactants are S(=O)(=O)(O)O.[BrH:6].[CH:7]1([CH2:13][CH2:14]O)[CH2:12][CH2:11][CH2:10][CH2:9][CH2:8]1. No catalyst specified. The product is [Br:6][CH2:14][CH2:13][CH:7]1[CH2:12][CH2:11][CH2:10][CH2:9][CH2:8]1. The yield is 0.850. (5) The reactants are [C:1]([O:5][C:6](=[O:22])[NH:7][C:8]1[CH:13]=[CH:12][CH:11]=[C:10]([C:14]2[CH:19]=[CH:18][C:17]([CH2:20][NH2:21])=[CH:16][CH:15]=2)[N:9]=1)([CH3:4])([CH3:3])[CH3:2].CCN(CC)CC.[CH3:30][S:31](Cl)(=[O:33])=[O:32]. The catalyst is ClCCl. The product is [C:1]([O:5][C:6](=[O:22])[NH:7][C:8]1[CH:13]=[CH:12][CH:11]=[C:10]([C:14]2[CH:15]=[CH:16][C:17]([CH2:20][NH:21][S:31]([CH3:30])(=[O:33])=[O:32])=[CH:18][CH:19]=2)[N:9]=1)([CH3:4])([CH3:2])[CH3:3]. The yield is 0.440. (6) The reactants are [CH:1]1([N:7]2[CH2:11][CH2:10][CH:9]([C:12]([OH:14])=[O:13])[C:8]2=[O:15])[CH2:6][CH2:5][CH2:4][CH2:3][CH2:2]1.S(=O)(=O)(O)O.[CH3:21]O. No catalyst specified. The product is [CH:1]1([N:7]2[CH2:11][CH2:10][CH:9]([C:12]([O:14][CH3:21])=[O:13])[C:8]2=[O:15])[CH2:2][CH2:3][CH2:4][CH2:5][CH2:6]1. The yield is 0.840. (7) The reactants are [F:1][C:2]1[CH:3]=[C:4]([CH2:8][CH2:9][NH:10][C:11]2[S:12][CH2:13][C:14](=[O:16])[N:15]=2)[CH:5]=[CH:6][CH:7]=1.C(O[Na])(C)=O.[CH:22]([C:24]1[N:25]=[C:26]2[C:31](=[CH:32][CH:33]=1)[N:30]=[CH:29][C:28]([C:34]#[N:35])=[C:27]2[O:36][CH:37]([CH3:39])[CH3:38])=O. The catalyst is CC(O)=O. The product is [F:1][C:2]1[CH:3]=[C:4]([CH2:8][CH2:9][NH:10][C:11]2[S:12][C:13](=[CH:22][C:24]3[N:25]=[C:26]4[C:31](=[CH:32][CH:33]=3)[N:30]=[CH:29][C:28]([C:34]#[N:35])=[C:27]4[O:36][CH:37]([CH3:39])[CH3:38])[C:14](=[O:16])[N:15]=2)[CH:5]=[CH:6][CH:7]=1. The yield is 0.416. (8) The reactants are [C:1]([OH:5])(=[O:4])[CH:2]=[O:3].[N+:6]([C:9]1[CH:19]=[CH:18][C:12]([CH2:13][NH:14][CH2:15][CH2:16]O)=[CH:11][CH:10]=1)([O-:8])=[O:7].O. The catalyst is O1CCCC1. The product is [OH:4][CH:1]1[O:5][CH2:16][CH2:15][N:14]([CH2:13][C:12]2[CH:18]=[CH:19][C:9]([N+:6]([O-:8])=[O:7])=[CH:10][CH:11]=2)[C:2]1=[O:3]. The yield is 0.807.